From a dataset of Reaction yield outcomes from USPTO patents with 853,638 reactions. Predict the reaction yield, written as a fraction of the theoretical maximum amount of product (1.0 means a 100% yield; for example, 0.34 means a 34% yield). (1) The reactants are O=[C:2]1[NH:7][CH:6]=[N:5][C:4]2[C:8]([CH:11]3[CH2:16][CH2:15][N:14]([C:17]([O:19][C:20]([CH3:23])([CH3:22])[CH3:21])=[O:18])[CH2:13][CH2:12]3)=[CH:9][NH:10][C:3]1=2.C(OC(OC(C)(C)C)=O)(OC(C)(C)C)=O.P(Cl)(Cl)([Cl:41])=O. The catalyst is O. The product is [Cl:41][C:2]1[C:3]2[NH:10][CH:9]=[C:8]([CH:11]3[CH2:16][CH2:15][N:14]([C:17]([O:19][C:20]([CH3:23])([CH3:22])[CH3:21])=[O:18])[CH2:13][CH2:12]3)[C:4]=2[N:5]=[CH:6][N:7]=1. The yield is 0.431. (2) The reactants are [S:1]1[CH:5]=[C:4]([CH2:6][N:7]([C@@H:52]([CH3:60])[CH:53]([O:57][CH2:58][CH3:59])[O:54][CH2:55][CH3:56])[C:8](=[O:51])[C@@H:9]([NH:33]C(=O)OCC2C3C=CC=CC=3C3C2=CC=CC=3)[CH2:10][C:11](=[O:32])[NH:12][C:13]([C:26]2[CH:31]=[CH:30][CH:29]=[CH:28][CH:27]=2)([C:20]2[CH:25]=[CH:24][CH:23]=[CH:22][CH:21]=2)[C:14]2[CH:19]=[CH:18][CH:17]=[CH:16][CH:15]=2)[C:3]2[CH:61]=[CH:62][CH:63]=[CH:64][C:2]1=2.N1CCCCC1.CC(=O)OCC.CO. The catalyst is C(Cl)Cl. The product is [NH2:33][C@@H:9]([CH2:10][C:11]([NH:12][C:13]([C:14]1[CH:19]=[CH:18][CH:17]=[CH:16][CH:15]=1)([C:26]1[CH:27]=[CH:28][CH:29]=[CH:30][CH:31]=1)[C:20]1[CH:21]=[CH:22][CH:23]=[CH:24][CH:25]=1)=[O:32])[C:8]([N:7]([CH2:6][C:4]1[C:3]2[CH:61]=[CH:62][CH:63]=[CH:64][C:2]=2[S:1][CH:5]=1)[C@@H:52]([CH3:60])[CH:53]([O:54][CH2:55][CH3:56])[O:57][CH2:58][CH3:59])=[O:51]. The yield is 0.860. (3) The reactants are C([NH:5][S:6]([C:9]1[CH:14]=[CH:13][CH:12]=[C:11]([C:15]2[CH:16]=[C:17]([C:21]3[CH:26]=[C:25]([C:27]4[CH:32]=[CH:31][C:30]([C:33]([F:36])([F:35])[F:34])=[CH:29][CH:28]=4)[CH:24]=[C:23]([CH3:37])[N:22]=3)[CH:18]=[N:19][CH:20]=2)[CH:10]=1)(=[O:8])=[O:7])(C)(C)C.C(O)(C(F)(F)F)=O. The catalyst is ClCCl. The product is [CH3:37][C:23]1[N:22]=[C:21]([C:17]2[CH:18]=[N:19][CH:20]=[C:15]([C:11]3[CH:10]=[C:9]([S:6]([NH2:5])(=[O:8])=[O:7])[CH:14]=[CH:13][CH:12]=3)[CH:16]=2)[CH:26]=[C:25]([C:27]2[CH:32]=[CH:31][C:30]([C:33]([F:36])([F:34])[F:35])=[CH:29][CH:28]=2)[CH:24]=1. The yield is 0.970. (4) The reactants are [C:1]1([C:7]2[CH:12]=[CH:11][CH:10]=[CH:9][C:8]=2[OH:13])[CH:6]=[CH:5][CH:4]=[CH:3][CH:2]=1.[OH-].[K+].CS(C)=O.Cl[CH2:21][CH2:22][CH2:23][CH2:24][CH2:25][CH2:26][CH2:27][CH2:28][CH2:29][CH2:30][CH2:31][CH2:32][CH2:33][CH2:34][CH2:35][CH3:36]. The catalyst is O. The product is [CH2:36]([O:13][C:8]1[CH:9]=[CH:10][CH:11]=[CH:12][C:7]=1[C:1]1[CH:2]=[CH:3][CH:4]=[CH:5][CH:6]=1)[CH2:35][CH2:34][CH2:33][CH2:32][CH2:31][CH2:30][CH2:29][CH2:28][CH2:27][CH2:26][CH2:25][CH2:24][CH2:23][CH2:22][CH3:21]. The yield is 0.960.